This data is from Catalyst prediction with 721,799 reactions and 888 catalyst types from USPTO. The task is: Predict which catalyst facilitates the given reaction. (1) Reactant: [Cl:1][C:2]1[CH:7]=[CH:6][C:5]([NH:8]C(=O)OC(C)(C)C)=[CH:4][C:3]=1[NH:16][C:17]([NH:19][C:20]1[CH:25]=[CH:24][CH:23]=[CH:22][CH:21]=1)=[O:18].NC1C=C(NC(=O)OC(C)(C)C)C=CC=1Cl.C1(N=C=O)C=CC=CC=1. Product: [NH2:8][C:5]1[CH:6]=[CH:7][C:2]([Cl:1])=[C:3]([NH:16][C:17]([NH:19][C:20]2[CH:25]=[CH:24][CH:23]=[CH:22][CH:21]=2)=[O:18])[CH:4]=1. The catalyst class is: 17. (2) Reactant: Cl[C:2]([C:5]1[CH:6]=[N:7][CH:8]=[CH:9][C:10]=1[Cl:11])=[N:3][OH:4].[CH2:12]([O:14][C:15](=[O:19])[C:16]#[C:17][CH3:18])[CH3:13].C(N(CC)CC)C. Product: [CH2:12]([O:14][C:15]([C:16]1[C:2]([C:5]2[CH:6]=[N:7][CH:8]=[CH:9][C:10]=2[Cl:11])=[N:3][O:4][C:17]=1[CH3:18])=[O:19])[CH3:13]. The catalyst class is: 27.